This data is from Peptide-MHC class II binding affinity with 134,281 pairs from IEDB. The task is: Regression. Given a peptide amino acid sequence and an MHC pseudo amino acid sequence, predict their binding affinity value. This is MHC class II binding data. (1) The binding affinity (normalized) is 0.453. The MHC is DRB1_0101 with pseudo-sequence DRB1_0101. The peptide sequence is GELQIVDKIKAAFKI. (2) The binding affinity (normalized) is 0.602. The peptide sequence is GELQIVDKIDKAFKI. The MHC is DRB1_1501 with pseudo-sequence DRB1_1501. (3) The peptide sequence is DTQFVRFDSDAASQR. The MHC is DRB1_1101 with pseudo-sequence DRB1_1101. The binding affinity (normalized) is 0. (4) The peptide sequence is APEVKYTVKETALKK. The MHC is HLA-DQA10401-DQB10402 with pseudo-sequence HLA-DQA10401-DQB10402. The binding affinity (normalized) is 0.107. (5) The peptide sequence is IYEPEDLGNCLNKSD. The MHC is DRB1_1101 with pseudo-sequence DRB1_1101. The binding affinity (normalized) is 0.